This data is from Peptide-MHC class II binding affinity with 134,281 pairs from IEDB. The task is: Regression. Given a peptide amino acid sequence and an MHC pseudo amino acid sequence, predict their binding affinity value. This is MHC class II binding data. (1) The peptide sequence is KFKTFEAAFTSSSKA. The MHC is DRB1_0101 with pseudo-sequence DRB1_0101. The binding affinity (normalized) is 0.796. (2) The peptide sequence is EWVAMTKGEGGVWTF. The MHC is DRB1_1602 with pseudo-sequence DRB1_1602. The binding affinity (normalized) is 0.211. (3) The peptide sequence is GELQIVDKIDAAFII. The MHC is DRB1_0802 with pseudo-sequence DRB1_0802. The binding affinity (normalized) is 0.469. (4) The MHC is DRB3_0101 with pseudo-sequence DRB3_0101. The peptide sequence is LQIILSGKMAHLRKV. The binding affinity (normalized) is 0.111. (5) The peptide sequence is AFILDGDNLFPSV. The MHC is DRB1_0401 with pseudo-sequence DRB1_0401. The binding affinity (normalized) is 0.634.